Predict the reaction yield, written as a fraction of the theoretical maximum amount of product (1.0 means a 100% yield; for example, 0.34 means a 34% yield). From a dataset of Reaction yield outcomes from USPTO patents with 853,638 reactions. The reactants are N12CCCN=C1CCCCC2.Cl.[NH2:13][CH2:14][C:15]1[CH:23]=[CH:22][CH:21]=[C:20]2[C:16]=1[C:17](=[O:33])[N:18]([CH:25]1[CH2:30][CH2:29][C:28](=[O:31])[NH:27][C:26]1=[O:32])[C:19]2=[O:24].O=C1CCC(=O)N1[O:41][C:42](=O)[NH:43][C:44]1[CH:49]=[CH:48][CH:47]=[CH:46][N:45]=1. The catalyst is C(#N)C. The product is [O:32]=[C:26]1[CH:25]([N:18]2[C:17](=[O:33])[C:16]3[C:20](=[CH:21][CH:22]=[CH:23][C:15]=3[CH2:14][NH:13][C:42]([NH:43][C:44]3[CH:49]=[CH:48][CH:47]=[CH:46][N:45]=3)=[O:41])[C:19]2=[O:24])[CH2:30][CH2:29][C:28](=[O:31])[NH:27]1. The yield is 0.640.